Task: Predict the reactants needed to synthesize the given product.. Dataset: Full USPTO retrosynthesis dataset with 1.9M reactions from patents (1976-2016) (1) The reactants are: C(OC(=O)[N:7]([CH2:16][CH2:17][CH2:18][C:19]1[N:20]([CH2:24][C@:25]([C:29]2[CH:34]=[CH:33][C:32]([F:35])=[C:31]([O:36][CH2:37][CH:38]3[CH2:40][CH2:39]3)[CH:30]=2)([OH:28])[CH2:26][CH3:27])[N:21]=[N:22][CH:23]=1)[CH:8]1[CH2:13][CH2:12][C:11](=[O:14])[NH:10][C:9]1=[O:15])(C)(C)C.Cl. Given the product [CH:38]1([CH2:37][O:36][C:31]2[CH:30]=[C:29]([C@@:25]([OH:28])([CH2:26][CH3:27])[CH2:24][N:20]3[C:19]([CH2:18][CH2:17][CH2:16][NH:7][CH:8]4[CH2:13][CH2:12][C:11](=[O:14])[NH:10][C:9]4=[O:15])=[CH:23][N:22]=[N:21]3)[CH:34]=[CH:33][C:32]=2[F:35])[CH2:39][CH2:40]1, predict the reactants needed to synthesize it. (2) Given the product [S:51]([OH:54])(=[O:53])(=[O:52])[CH3:50].[F:1][C:2]1[CH:48]=[CH:47][CH:46]=[C:45]([F:49])[C:3]=1[C:4]([N:6]1[CH2:11][CH2:10][CH:9]([O:12][C:13]2[C:22]3[C:17](=[CH:18][CH:19]=[CH:20][CH:21]=3)[C:16]([NH:23][C:24]([NH:26][C:27]3[N:28]([C:38]4[CH:43]=[CH:42][C:41]([CH3:44])=[CH:40][CH:39]=4)[N:29]=[C:30]([C:32]([CH2:33][F:34])([CH3:35])[CH2:36][F:37])[CH:31]=3)=[O:25])=[CH:15][N:14]=2)[CH2:8][CH2:7]1)=[O:5], predict the reactants needed to synthesize it. The reactants are: [F:1][C:2]1[CH:48]=[CH:47][CH:46]=[C:45]([F:49])[C:3]=1[C:4]([N:6]1[CH2:11][CH2:10][CH:9]([O:12][C:13]2[C:22]3[C:17](=[CH:18][CH:19]=[CH:20][CH:21]=3)[C:16]([NH:23][C:24]([NH:26][C:27]3[N:28]([C:38]4[CH:43]=[CH:42][C:41]([CH3:44])=[CH:40][CH:39]=4)[N:29]=[C:30]([C:32]([CH2:36][F:37])([CH3:35])[CH2:33][F:34])[CH:31]=3)=[O:25])=[CH:15][N:14]=2)[CH2:8][CH2:7]1)=[O:5].[CH3:50][S:51]([OH:54])(=[O:53])=[O:52]. (3) Given the product [Br:12][C:5]1[C:6]2[C:11](=[CH:10][CH:9]=[CH:8][CH:7]=2)[C:2]([C:16]([OH:18])=[O:17])=[CH:3][CH:4]=1, predict the reactants needed to synthesize it. The reactants are: Br[C:2]1[C:11]2[C:6](=[CH:7][CH:8]=[CH:9][CH:10]=2)[C:5]([Br:12])=[CH:4][CH:3]=1.[Mg].II.[C:16](=[O:18])=[O:17].Cl. (4) Given the product [Br:8][C:6]1[N:7]=[C:2]([N:10]2[CH2:15][CH2:14][O:13][CH2:12][CH2:11]2)[C:3](=[O:9])[NH:4][CH:5]=1, predict the reactants needed to synthesize it. The reactants are: Br[C:2]1[C:3](=[O:9])[NH:4][CH:5]=[C:6]([Br:8])[N:7]=1.[NH:10]1[CH2:15][CH2:14][O:13][CH2:12][CH2:11]1. (5) Given the product [F:1][C:2]1[C:10]([F:11])=[CH:9][CH:8]=[C:7]([N:12]2[N:16]=[CH:15][CH:14]=[N:13]2)[C:3]=1[C:4]([N:20]1[CH2:21][CH2:22][CH2:23][C@@H:18]([CH3:17])[C@H:19]1[CH2:24][NH:25][C:37]1[CH:42]=[CH:41][C:40]([C:43]([F:46])([F:45])[F:44])=[CH:39][N:38]=1)=[O:6], predict the reactants needed to synthesize it. The reactants are: [F:1][C:2]1[C:10]([F:11])=[CH:9][CH:8]=[C:7]([N:12]2[N:16]=[CH:15][CH:14]=[N:13]2)[C:3]=1[C:4]([OH:6])=O.[CH3:17][C@@H:18]1[CH2:23][CH2:22][CH2:21][NH:20][C@@H:19]1[CH2:24][N:25]1C(=O)C2C(=CC=CC=2)C1=O.F[C:37]1[CH:42]=[CH:41][C:40]([C:43]([F:46])([F:45])[F:44])=[CH:39][N:38]=1. (6) Given the product [Cl:14][C:12]1[CH:11]=[CH:10][C:9]([N+:15]([O-:17])=[O:16])=[C:8]([CH:13]=1)[O:18][CH2:1][C:2]1([CH3:5])[CH2:3][O:4][C:2]([CH3:3])([CH3:1])[O:4]1, predict the reactants needed to synthesize it. The reactants are: [CH3:1][C:2]([CH3:5])([O-:4])[CH3:3].[K+].Cl[C:8]1[CH:13]=[C:12]([Cl:14])[CH:11]=[CH:10][C:9]=1[N+:15]([O-:17])=[O:16].[OH2:18]. (7) Given the product [CH3:16][C:6]1[C:7]([CH:8]([CH2:13][CH2:14][CH3:15])[C:9]([O:11][CH3:12])=[O:10])=[C:2]([C:40]2[CH:48]=[C:47]3[C:43]([CH2:44][C:45](=[O:49])[NH:46]3)=[CH:42][CH:41]=2)[N:3]=[C:4]([C:17]2[CH:22]=[CH:21][CH:20]=[CH:19][CH:18]=2)[N:5]=1, predict the reactants needed to synthesize it. The reactants are: Cl[C:2]1[C:7]([CH:8]([CH2:13][CH2:14][CH3:15])[C:9]([O:11][CH3:12])=[O:10])=[C:6]([CH3:16])[N:5]=[C:4]([C:17]2[CH:22]=[CH:21][CH:20]=[CH:19][CH:18]=2)[N:3]=1.C(N(CC)C(C)C)(C)C.CC1(C)C(C)(C)OB([C:40]2[CH:48]=[C:47]3[C:43]([CH2:44][C:45](=[O:49])[NH:46]3)=[CH:42][CH:41]=2)O1.